From a dataset of Full USPTO retrosynthesis dataset with 1.9M reactions from patents (1976-2016). Predict the reactants needed to synthesize the given product. (1) Given the product [C:1]([OH:13])(=[O:12])[CH2:2][C:3]([CH2:8][C:9]([OH:11])=[O:10])([C:5]([OH:7])=[O:6])[OH:4].[N:14]1([CH2:19][CH2:20][CH2:21][N:22]2[CH2:23][CH2:24][CH:25]([CH2:28][NH2:29])[CH2:26][CH2:27]2)[CH:18]=[CH:17][N:16]=[N:15]1, predict the reactants needed to synthesize it. The reactants are: [C:1]([OH:13])(=[O:12])[CH2:2][C:3]([CH2:8][C:9]([OH:11])=[O:10])([C:5]([OH:7])=[O:6])[OH:4].[N:14]1([CH2:19][CH2:20][CH2:21][N:22]2[CH2:27][CH2:26][CH:25]([CH2:28][NH2:29])[CH2:24][CH2:23]2)[CH:18]=[CH:17][N:16]=[N:15]1. (2) Given the product [S:1]1[C:5]2[CH:6]=[CH:7][CH:8]=[CH:9][C:4]=2[N:3]=[C:2]1[NH:10][C:11]([C:13]1[CH:14]=[CH:15][CH:16]=[C:17]2[C:22]=1[CH2:21][N:20]([C:23]1[S:24][C:25]([CH2:31][CH2:32][CH2:33][O:48][C:49]3[CH:54]=[CH:53][C:52]([C:55]4[C:56]([C:61]#[N:62])=[N:57][CH:58]=[CH:59][CH:60]=4)=[CH:51][CH:50]=3)=[C:26]([C:28]([OH:30])=[O:29])[N:27]=1)[CH2:19][CH2:18]2)=[O:12], predict the reactants needed to synthesize it. The reactants are: [S:1]1[C:5]2[CH:6]=[CH:7][CH:8]=[CH:9][C:4]=2[N:3]=[C:2]1[NH:10][C:11]([C:13]1[CH:14]=[CH:15][CH:16]=[C:17]2[C:22]=1[CH2:21][N:20]([C:23]1[S:24][C:25]([CH2:31][CH2:32][CH2:33]OC3C=CC(C4C(C#N)=CSC=4)=CC=3)=[C:26]([C:28]([OH:30])=[O:29])[N:27]=1)[CH2:19][CH2:18]2)=[O:12].[OH:48][C:49]1[CH:54]=[CH:53][C:52]([C:55]2[C:56]([C:61]#[N:62])=[N:57][CH:58]=[CH:59][CH:60]=2)=[CH:51][CH:50]=1. (3) Given the product [C:2]([O:4][C@H:5]1[C:14]2[C@:15]3([CH3:30])[C:16](/[C:17](=[CH:18]/[NH:35][CH2:33][CH3:34])/[C:23](=[O:24])[O:25][C@@H:26]3[CH2:27][O:28][CH3:29])=[C:20]([OH:19])[C:21](=[O:22])[C:13]=2[C@H:8]2[C@@:7]([CH3:31])([C@@H:11]([OH:12])[CH2:10][CH2:9]2)[CH2:6]1)(=[O:3])[CH3:1], predict the reactants needed to synthesize it. The reactants are: [CH3:1][C:2]([O:4][C@H:5]1[C:14]2[C@@:15]3([CH3:30])[C@@H:26]([CH2:27][O:28][CH3:29])[O:25][C:23](=[O:24])[C:17]4=[CH:18][O:19][C:20]([C:21](=[O:22])[C:13]=2[C@@H:8]2[CH2:9][CH2:10][C@H:11]([OH:12])[C@@:7]2([CH3:31])[CH2:6]1)=[C:16]34)=[O:3].Cl.[CH2:33]([NH2:35])[CH3:34].C(N(CC)CC)C.O. (4) The reactants are: [CH2:1]([O:8][C:9]1[CH:17]=[CH:16][C:12](/[CH:13]=[N:14]\[OH:15])=[CH:11][CH:10]=1)[C:2]1[CH:7]=[CH:6][CH:5]=[CH:4][CH:3]=1.[Cl:18]N1C(=O)CCC1=O. Given the product [CH2:1]([O:8][C:9]1[CH:10]=[CH:11][C:12](/[C:13](/[Cl:18])=[N:14]\[OH:15])=[CH:16][CH:17]=1)[C:2]1[CH:3]=[CH:4][CH:5]=[CH:6][CH:7]=1, predict the reactants needed to synthesize it. (5) Given the product [Cl:1][C:2]1[CH:7]=[CH:6][C:5]([C:8]([CH3:15])([CH3:14])[C@@H:9]([C:10]([OH:12])=[O:11])[NH:17][CH3:16])=[CH:4][CH:3]=1, predict the reactants needed to synthesize it. The reactants are: [Cl:1][C:2]1[CH:7]=[CH:6][C:5]([C:8]([CH3:15])([CH3:14])[C:9](=O)[C:10]([OH:12])=[O:11])=[CH:4][CH:3]=1.[CH3:16][NH2:17]. (6) Given the product [OH:13][OH:14].[CH:2]1([NH:7][C:8]([NH2:10])=[O:9])[NH:3][C:4](=[O:5])[NH:6][C:1]1=[O:13].[C:11](=[O:12])=[O:13], predict the reactants needed to synthesize it. The reactants are: [C:1]12[C:11](=[O:12])[NH:10][C:8](=[O:9])[NH:7][C:2]=1[NH:3][C:4]([NH:6]2)=[O:5].[O:13]=[O:14]. (7) Given the product [O:1]=[C:2]1[CH:6]([CH2:7][C:8]([N:24]2[CH2:25][CH2:26][CH:27]([N:30]3[C:34]4[CH:35]=[CH:36][CH:37]=[CH:38][C:33]=4[NH:32][C:31]3=[O:39])[CH2:28][CH2:29]2)=[O:9])[S:5][CH:4]([C:11]2[CH:12]=[CH:13][CH:14]=[CH:15][CH:16]=2)[N:3]1[CH2:17][C:18]1[CH:23]=[CH:22][N:21]=[CH:20][CH:19]=1, predict the reactants needed to synthesize it. The reactants are: [O:1]=[C:2]1[CH:6]([CH2:7][C:8](O)=[O:9])[S:5][CH:4]([C:11]2[CH:16]=[CH:15][CH:14]=[CH:13][CH:12]=2)[N:3]1[CH2:17][C:18]1[CH:23]=[CH:22][N:21]=[CH:20][CH:19]=1.[NH:24]1[CH2:29][CH2:28][CH:27]([N:30]2[C:34]3[CH:35]=[CH:36][CH:37]=[CH:38][C:33]=3[NH:32][C:31]2=[O:39])[CH2:26][CH2:25]1.CCN(C(C)C)C(C)C.CN(C(ON1N=NC2C=CC=NC1=2)=[N+](C)C)C.F[P-](F)(F)(F)(F)F. (8) Given the product [F:21][C:22]1[CH:27]=[CH:26][CH:25]=[CH:24][C:23]=1[N:28]1[CH2:33][CH2:32][N:31]([CH2:15][CH2:14][CH2:13][C:12]2[N:8]([C:4]3[CH:5]=[CH:6][CH:7]=[C:2]([Cl:1])[CH:3]=3)[N:9]=[C:10]([CH2:17][CH2:18][CH2:19][CH3:20])[CH:11]=2)[CH2:30][CH2:29]1, predict the reactants needed to synthesize it. The reactants are: [Cl:1][C:2]1[CH:3]=[C:4]([N:8]2[C:12]([CH2:13][CH2:14][CH:15]=O)=[CH:11][C:10]([CH2:17][CH2:18][CH2:19][CH3:20])=[N:9]2)[CH:5]=[CH:6][CH:7]=1.[F:21][C:22]1[CH:27]=[CH:26][CH:25]=[CH:24][C:23]=1[N:28]1[CH2:33][CH2:32][NH:31][CH2:30][CH2:29]1.[BH-](OC(C)=O)(OC(C)=O)OC(C)=O.[Na+]. (9) The reactants are: CO[C:3](=[O:15])[C:4]([CH3:14])([CH3:13])[CH2:5][O:6][CH:7]1[CH2:12][CH2:11][CH2:10][CH2:9][O:8]1.[C:16](#[N:18])[CH3:17].[H-].[Na+].Cl. Given the product [CH3:14][C:4]([CH3:13])([CH2:5][O:6][CH:7]1[CH2:12][CH2:11][CH2:10][CH2:9][O:8]1)[C:3](=[O:15])[CH2:17][C:16]#[N:18], predict the reactants needed to synthesize it.